Task: Predict the product of the given reaction.. Dataset: Forward reaction prediction with 1.9M reactions from USPTO patents (1976-2016) (1) Given the reactants Cl[C:2]1[C:7]([C:8]2[CH:13]=[N:12][N:11]([CH3:14])[C:10](=[O:15])[C:9]=2[O:16]C)=[CH:6][N:5]=[C:4]([C:18]([F:21])([F:20])[F:19])[N:3]=1.[NH:22]1[CH2:27][CH2:26][O:25][CH2:24][CH2:23]1, predict the reaction product. The product is: [OH:16][C:9]1[C:10](=[O:15])[N:11]([CH3:14])[N:12]=[CH:13][C:8]=1[C:7]1[C:2]([N:22]2[CH2:27][CH2:26][O:25][CH2:24][CH2:23]2)=[N:3][C:4]([C:18]([F:21])([F:20])[F:19])=[N:5][CH:6]=1. (2) The product is: [NH2:20][C@@:8]([C:6]1[CH:7]=[C:2]([Br:1])[C:3]([F:28])=[CH:4][C:5]=1[F:27])([CH3:9])[CH2:10][C@H:11]([C:13]1[C:14]([CH3:19])=[N:15][O:16][C:17]=1[CH3:18])[OH:12]. Given the reactants [Br:1][C:2]1[C:3]([F:28])=[CH:4][C:5]([F:27])=[C:6]([C@@:8]([NH:20][S@@](C(C)(C)C)=O)([CH2:10][C@H:11]([C:13]2[C:14]([CH3:19])=[N:15][O:16][C:17]=2[CH3:18])[OH:12])[CH3:9])[CH:7]=1.Cl.O1CCOCC1.C(=O)(O)[O-].[Na+], predict the reaction product. (3) Given the reactants C(OC1C=C2C(=CC=1)N=CC([N+]([O-])=O)=C2[Cl:22])C1C=CC=CC=1.C(OC1C=C2C(C(Cl)=C([N+]([O-])=O)C=N2)=CC=1)C1C=CC=CC=1.[CH2:45]([O:47][CH2:48][C:49](Cl)=[O:50])[CH3:46].[NH2:52][C:53]1[CH:54]=[N:55][C:56]2[C:61]([C:62]=1[NH:63][CH2:64][C:65]([CH3:68])([OH:67])[CH3:66])=[CH:60][C:59]([O:69][CH2:70][C:71]1[CH:76]=[CH:75][CH:74]=[CH:73][CH:72]=1)=[CH:58][CH:57]=2, predict the reaction product. The product is: [NH2:52][C:53]1[CH:54]=[N:55][C:56]2[C:61]([C:62]=1[NH:63][CH2:64][C:65]([CH3:66])([OH:67])[CH3:68])=[CH:60][C:59]([O:69][CH2:70][C:71]1[CH:72]=[CH:73][CH:74]=[CH:75][CH:76]=1)=[CH:58][CH:57]=2.[ClH:22].[CH2:70]([O:69][C:59]1[CH:60]=[C:61]2[C:56](=[CH:57][CH:58]=1)[N:55]=[CH:54][C:53]([NH:52][C:49](=[O:50])[CH2:48][O:47][CH2:45][CH3:46])=[C:62]2[NH:63][CH2:64][C:65]([OH:67])([CH3:66])[CH3:68])[C:71]1[CH:76]=[CH:75][CH:74]=[CH:73][CH:72]=1. (4) Given the reactants [C:1]([C:5]1[CH:6]=[C:7]([C:20]([OH:22])=O)[N:8]([CH2:10][C:11]2[C:16]([CH3:17])=[CH:15][C:14]([CH3:18])=[CH:13][C:12]=2[CH3:19])[N:9]=1)([CH3:4])([CH3:3])[CH3:2].[N+:23]([C:26]1[CH:27]=[C:28]([S:32]([NH2:35])(=[O:34])=[O:33])[CH:29]=[CH:30][CH:31]=1)([O-:25])=[O:24].CN(C(ON1N=NC2C=CC=NC1=2)=[N+](C)C)C.F[P-](F)(F)(F)(F)F.C(N(CC)CC)C, predict the reaction product. The product is: [C:1]([C:5]1[CH:6]=[C:7]([C:20]([NH:35][S:32]([C:28]2[CH:29]=[CH:30][CH:31]=[C:26]([N+:23]([O-:25])=[O:24])[CH:27]=2)(=[O:34])=[O:33])=[O:22])[N:8]([CH2:10][C:11]2[C:16]([CH3:17])=[CH:15][C:14]([CH3:18])=[CH:13][C:12]=2[CH3:19])[N:9]=1)([CH3:2])([CH3:4])[CH3:3]. (5) Given the reactants [Cl:1][C:2]1[CH:7]=[CH:6][CH:5]=[CH:4][C:3]=1[CH:8]([O:10][C:11]([NH:13][C:14]1[CH:15]=[N:16][O:17][C:18]=1[C:19]1[CH:32]=[CH:31][C:22]([CH2:23][S:24][CH2:25][CH2:26][C:27]([O:29]C)=[O:28])=[CH:21][CH:20]=1)=[O:12])[CH3:9].Cl, predict the reaction product. The product is: [Cl:1][C:2]1[CH:7]=[CH:6][CH:5]=[CH:4][C:3]=1[CH:8]([O:10][C:11]([NH:13][C:14]1[CH:15]=[N:16][O:17][C:18]=1[C:19]1[CH:32]=[CH:31][C:22]([CH2:23][S:24][CH2:25][CH2:26][C:27]([OH:29])=[O:28])=[CH:21][CH:20]=1)=[O:12])[CH3:9]. (6) Given the reactants Br[C:2]1[CH:3]=[CH:4][C:5]([C@H:8]2[CH2:13][CH2:12][C@H:11]([O:14][Si:15]([C:18]([CH3:21])([CH3:20])[CH3:19])([CH3:17])[CH3:16])[CH2:10][CH2:9]2)=[N:6][CH:7]=1.CC1C(C(O)=O)=C(C)N(C2C=CC(C(F)(F)F)=CN=2)[N:24]=1, predict the reaction product. The product is: [Si:15]([O:14][C@H:11]1[CH2:12][CH2:13][C@H:8]([C:5]2[N:6]=[CH:7][C:2]([NH2:24])=[CH:3][CH:4]=2)[CH2:9][CH2:10]1)([C:18]([CH3:21])([CH3:20])[CH3:19])([CH3:17])[CH3:16]. (7) Given the reactants [N:1]1([S:6]([C:9]2[CH:17]=[CH:16][C:12]([C:13](O)=[O:14])=[CH:11][CH:10]=2)(=[O:8])=[O:7])[CH2:5][CH2:4][CH2:3][CH2:2]1.O=S(Cl)[Cl:20], predict the reaction product. The product is: [N:1]1([S:6]([C:9]2[CH:17]=[CH:16][C:12]([C:13]([Cl:20])=[O:14])=[CH:11][CH:10]=2)(=[O:8])=[O:7])[CH2:5][CH2:4][CH2:3][CH2:2]1. (8) Given the reactants [CH3:1][O:2][C:3]1[CH:10]=[CH:9][C:8](Br)=[CH:7][C:4]=1[CH:5]=[O:6].[F:12][C:13]([F:25])([F:24])[C:14]1[CH:19]=[CH:18][CH:17]=[CH:16][C:15]=1OB(O)O.C(=O)([O-])[O-].[Na+].[Na+].C(O)C, predict the reaction product. The product is: [CH3:1][O:2][C:3]1[CH:10]=[CH:9][C:8]([C:15]2[CH:16]=[CH:17][CH:18]=[CH:19][C:14]=2[C:13]([F:25])([F:24])[F:12])=[CH:7][C:4]=1[CH:5]=[O:6]. (9) The product is: [CH2:12]([C:16]1[O:20][N:19]=[C:18]([CH2:21][N:22]2[C:34]3[C:33]4[CH:32]=[CH:31][CH:30]=[CH:29][C:28]=4[N:27]=[C:26]([NH2:47])[C:25]=3[N:24]=[CH:23]2)[CH:17]=1)[CH2:13][CH2:14][CH3:15]. Given the reactants C1C=C(Cl)C=C(C(OO)=O)C=1.[CH2:12]([C:16]1[O:20][N:19]=[C:18]([CH2:21][N:22]2[C:34]3[C:33]4[CH:32]=[CH:31][CH:30]=[CH:29][C:28]=4[N:27]=[CH:26][C:25]=3[N:24]=[CH:23]2)[CH:17]=1)[CH2:13][CH2:14][CH3:15].C1(C)C=CC(S(Cl)(=O)=O)=CC=1.[OH-].[NH4+:47].C(=O)(O)[O-].[Na+], predict the reaction product. (10) Given the reactants [C:1]([O:4][CH2:5][CH2:6]Br)(=[O:3])[CH3:2].[Cl:8][C:9]1[CH:10]=[C:11]([OH:30])[CH:12]=[CH:13][C:14]=1[CH:15]([CH3:29])[C:16]([OH:28])([C:21]1[CH:26]=[N:25][C:24]([CH3:27])=[CH:23][N:22]=1)[C:17]([F:20])([F:19])[F:18], predict the reaction product. The product is: [Cl:8][C:9]1[CH:10]=[C:11]([CH:12]=[CH:13][C:14]=1[CH:15]([CH3:29])[C:16]([OH:28])([C:21]1[CH:26]=[N:25][C:24]([CH3:27])=[CH:23][N:22]=1)[C:17]([F:19])([F:18])[F:20])[O:30][CH2:6][CH2:5][O:4][C:1](=[O:3])[CH3:2].